From a dataset of Catalyst prediction with 721,799 reactions and 888 catalyst types from USPTO. Predict which catalyst facilitates the given reaction. (1) Reactant: [Si:1]([O:8][C:9]1[C:17]2[N:16]=[C:15]([CH:18]([F:20])[F:19])[NH:14][C:13]=2[CH:12]=[CH:11][CH:10]=1)([C:4]([CH3:7])([CH3:6])[CH3:5])([CH3:3])[CH3:2].[Cl:21][C:22]1[N:27]=[C:26](Cl)[N:25]=[C:24]([N:29]2[CH2:34][CH2:33][O:32][CH2:31][CH2:30]2)[N:23]=1. Product: [Si:1]([O:8][C:9]1[C:17]2[N:16]=[C:15]([CH:18]([F:19])[F:20])[N:14]([C:26]3[N:27]=[C:22]([Cl:21])[N:23]=[C:24]([N:29]4[CH2:30][CH2:31][O:32][CH2:33][CH2:34]4)[N:25]=3)[C:13]=2[CH:12]=[CH:11][CH:10]=1)([C:4]([CH3:7])([CH3:5])[CH3:6])([CH3:3])[CH3:2]. The catalyst class is: 21. (2) Reactant: C([O:3][C:4](=[O:51])[CH2:5][C@H:6]([O:43][Si](C(C)(C)C)(C)C)[CH2:7][O:8][C:9]1[CH:14]=[CH:13][C:12]([C:15]([CH2:40][CH3:41])([C:18]2[CH:23]=[CH:22][C:21]([C:24]#[C:25][C:26]([O:35]COC)([C:31]([F:34])([F:33])[F:32])[C:27]([F:30])([F:29])[F:28])=[C:20]([CH3:39])[CH:19]=2)[CH2:16][CH3:17])=[CH:11][C:10]=1[CH3:42])C.C([O-])(O)=O.[Na+].[OH-].[K+]. Product: [CH2:16]([C:15]([C:12]1[CH:13]=[CH:14][C:9]([O:8][CH2:7][C@@H:6]([OH:43])[CH2:5][C:4]([OH:51])=[O:3])=[C:10]([CH3:42])[CH:11]=1)([C:18]1[CH:23]=[CH:22][C:21]([C:24]#[C:25][C:26]([OH:35])([C:31]([F:32])([F:33])[F:34])[C:27]([F:30])([F:29])[F:28])=[C:20]([CH3:39])[CH:19]=1)[CH2:40][CH3:41])[CH3:17]. The catalyst class is: 393. (3) Reactant: [C:1]([O:4][CH2:5][CH2:6][N:7]1[C:19]2[C:18]3[CH:17]=[CH:16][CH:15]=[CH:14][C:13]=3[N+:12]([O-])=[CH:11][C:10]=2[N:9]=[C:8]1[CH3:21])(=[O:3])[CH3:2].CN(C)C=O.P(Cl)(Cl)([Cl:29])=O. Product: [C:1]([O:4][CH2:5][CH2:6][N:7]1[C:19]2[C:18]3[CH:17]=[CH:16][CH:15]=[CH:14][C:13]=3[N:12]=[C:11]([Cl:29])[C:10]=2[N:9]=[C:8]1[CH3:21])(=[O:3])[CH3:2]. The catalyst class is: 11. (4) Reactant: [NH2:1][C:2]1[CH:10]=[C:9](Br)[CH:8]=[CH:7][C:3]=1[C:4]([NH2:6])=[O:5].[CH3:12][N:13]1[CH:17]=[C:16](B2OC(C)(C)C(C)(C)O2)[CH:15]=[N:14]1.C([O-])([O-])=O.[Na+].[Na+]. Product: [NH2:1][C:2]1[CH:10]=[C:9]([C:16]2[CH:15]=[N:14][N:13]([CH3:12])[CH:17]=2)[CH:8]=[CH:7][C:3]=1[C:4]([NH2:6])=[O:5]. The catalyst class is: 745. (5) Reactant: [Li+].C[Si]([N-][Si](C)(C)C)(C)C.C[O:12][C:13]([C:15]1[CH:16]=[CH:17][C:18]2[C@:24]3([CH2:32][C:33]4[CH:38]=[CH:37][CH:36]=[CH:35][CH:34]=4)[CH2:25][CH2:26][C@@:27]([CH2:30][CH3:31])([OH:29])[CH2:28][C@@H:23]3[CH2:22][C:21](=[O:39])[CH2:20][C:19]=2[CH:40]=1)=O.[CH3:41][C:42]1[C:47]([NH2:48])=[CH:46][CH:45]=[CH:44][N:43]=1. Product: [CH3:41][C:42]1[C:47]([NH:48][C:13]([C:15]2[CH:16]=[CH:17][C:18]3[C@:24]4([CH2:32][C:33]5[CH:38]=[CH:37][CH:36]=[CH:35][CH:34]=5)[CH2:25][CH2:26][C@@:27]([CH2:30][CH3:31])([OH:29])[CH2:28][C@@H:23]4[CH2:22][C:21](=[O:39])[CH2:20][C:19]=3[CH:40]=2)=[O:12])=[CH:46][CH:45]=[CH:44][N:43]=1. The catalyst class is: 93. (6) Reactant: [CH2:1]1[C:7]2[CH:8]=[CH:9][CH:10]=[CH:11][C:6]=2[CH2:5][CH2:4][N:3]([C:12](=[O:14])[CH3:13])[CH2:2]1.C(OOC(=O)C1C=CC=CC=1)(=O)C1C=CC=CC=1.[Br:33]N1C(=O)CCC1=O. Product: [Br:33][C:5]1[C:6]2[CH:11]=[CH:10][CH:9]=[CH:8][C:7]=2[CH2:1][CH2:2][N:3]([C:12](=[O:14])[CH3:13])[CH:4]=1. The catalyst class is: 53.